Dataset: CYP1A2 inhibition data for predicting drug metabolism from PubChem BioAssay. Task: Regression/Classification. Given a drug SMILES string, predict its absorption, distribution, metabolism, or excretion properties. Task type varies by dataset: regression for continuous measurements (e.g., permeability, clearance, half-life) or binary classification for categorical outcomes (e.g., BBB penetration, CYP inhibition). Dataset: cyp1a2_veith. (1) The compound is O=C(c1ccccc1)c1ccc(OCCn2cnc3ccccc3c2=O)cc1. The result is 0 (non-inhibitor). (2) The compound is COc1ccccc1/C=C/C=N/N1CCN(Cc2cccc3ccccc23)CC1. The result is 1 (inhibitor). (3) The molecule is O=C(CN1C(=O)NC2(CCCCCC2)C1=O)N1CCN(S(=O)(=O)c2ccc(Cl)cc2)CC1. The result is 0 (non-inhibitor). (4) The drug is NC12CC3CC(CC(C3)C1)C2.NC12CC3CC(CC(C3)C1)C2.O=C(O)/C=C\C(=O)O. The result is 0 (non-inhibitor). (5) The molecule is O=C(Nc1cc(Sc2ccccn2)cc([N+](=O)[O-])c1)c1ccc([N+](=O)[O-])cc1. The result is 1 (inhibitor). (6) The molecule is O=C(NCc1ccco1)c1ccc2c(=O)n(-c3ccccc3)c(=S)[nH]c2c1. The result is 0 (non-inhibitor). (7) The drug is CCCc1nnc(SCC(=O)O)n1/N=C/c1ccc2c(c1)OCO2. The result is 1 (inhibitor). (8) The compound is Cc1ccc(NC(=S)/C(=C(\[O-])c2ccc(C)c([N+](=O)[O-])c2)[n+]2ccccc2)cc1C. The result is 1 (inhibitor). (9) The molecule is CC1(C)Oc2cc(N)c([N+](=O)[O-])cc2O1. The result is 1 (inhibitor). (10) The drug is O=c1c(CCc2ccccc2)nc2cnc(Oc3ccccc3)nc2n1C1CC1. The result is 1 (inhibitor).